Dataset: Full USPTO retrosynthesis dataset with 1.9M reactions from patents (1976-2016). Task: Predict the reactants needed to synthesize the given product. (1) The reactants are: [Br:1][C:2]1[CH:7]=[C:6]([CH3:8])[C:5]([CH3:9])=[CH:4][C:3]=1[CH3:10].[Cl-].[Al+3].[Cl-].[Cl-].[CH3:15][O:16]C(Cl)Cl.O. Given the product [Br:1][C:2]1[C:3]([CH3:10])=[CH:4][C:5]([CH3:9])=[C:6]([CH3:8])[C:7]=1[CH:15]=[O:16], predict the reactants needed to synthesize it. (2) Given the product [Cl:16][C:17]1[N:18]=[C:19]([C:24]([F:27])([F:26])[F:25])[N:20]=[C:21]([N:12]2[CH2:13][CH2:14][N:10]([C:5]3[CH:6]=[N:7][CH:8]=[CH:9][C:4]=3[CH:1]3[CH2:3][CH2:2]3)[C:11]2=[O:15])[CH:22]=1, predict the reactants needed to synthesize it. The reactants are: [CH:1]1([C:4]2[CH:9]=[CH:8][N:7]=[CH:6][C:5]=2[N:10]2[CH2:14][CH2:13][NH:12][C:11]2=[O:15])[CH2:3][CH2:2]1.[Cl:16][C:17]1[CH:22]=[C:21](Cl)[N:20]=[C:19]([C:24]([F:27])([F:26])[F:25])[N:18]=1.CC1(C)C2C(=C(P(C3C=CC=CC=3)C3C=CC=CC=3)C=CC=2)OC2C(P(C3C=CC=CC=3)C3C=CC=CC=3)=CC=CC1=2.C(=O)([O-])[O-].[Cs+].[Cs+]. (3) Given the product [C:23]1([P:22]([C:29]2[CH:34]=[CH:33][CH:32]=[CH:31][CH:30]=2)(=[O:35])[O:13][C:10]2[CH:9]=[CH:8][C:7]([C:1]3[CH:2]=[CH:3][CH:4]=[CH:5][CH:6]=3)=[CH:12][CH:11]=2)[CH:24]=[CH:25][CH:26]=[CH:27][CH:28]=1, predict the reactants needed to synthesize it. The reactants are: [C:1]1([C:7]2[CH:12]=[CH:11][C:10]([OH:13])=[CH:9][CH:8]=2)[CH:6]=[CH:5][CH:4]=[CH:3][CH:2]=1.C(NC(C)C)(C)C.Cl[P:22](=[O:35])([C:29]1[CH:34]=[CH:33][CH:32]=[CH:31][CH:30]=1)[C:23]1[CH:28]=[CH:27][CH:26]=[CH:25][CH:24]=1.